Dataset: Full USPTO retrosynthesis dataset with 1.9M reactions from patents (1976-2016). Task: Predict the reactants needed to synthesize the given product. (1) Given the product [CH2:13]([O:11][C:5]1[CH:6]=[CH:7][CH:8]=[C:9]([F:10])[C:4]=1[F:3])[CH3:14], predict the reactants needed to synthesize it. The reactants are: [OH-].[Na+].[F:3][C:4]1[C:9]([F:10])=[CH:8][CH:7]=[CH:6][C:5]=1[OH:11].Br[CH2:13][CH3:14]. (2) Given the product [CH2:9]([N:8]([CH2:11][CH3:12])[C:5]1[CH:6]=[CH:7][C:2]([NH:1][C:42]([C:41]2[CH:40]=[C:39]([CH:47]=[CH:46][CH:45]=2)[C:37]([O:36][C:32]([CH3:34])([CH3:35])[CH3:33])=[O:38])=[O:43])=[C:3]([C:13]2[CH:14]=[C:15]([C:16](=[O:17])[NH:18][C@@H:19]3[C:28]4[C:23](=[CH:24][CH:25]=[CH:26][CH:27]=4)[CH2:22][CH2:21][CH2:20]3)[CH:29]=[CH:30][N:31]=2)[CH:4]=1)[CH3:10], predict the reactants needed to synthesize it. The reactants are: [NH2:1][C:2]1[CH:7]=[CH:6][C:5]([N:8]([CH2:11][CH3:12])[CH2:9][CH3:10])=[CH:4][C:3]=1[C:13]1[CH:14]=[C:15]([CH:29]=[CH:30][N:31]=1)[C:16]([NH:18][C@@H:19]1[C:28]2[C:23](=[CH:24][CH:25]=[CH:26][CH:27]=2)[CH2:22][CH2:21][CH2:20]1)=[O:17].[C:32]([O:36][C:37]([C:39]1[CH:40]=[C:41]([CH:45]=[CH:46][CH:47]=1)[C:42](O)=[O:43])=[O:38])([CH3:35])([CH3:34])[CH3:33].CCN(C(C)C)C(C)C.CN(C(ON1N=NC2C=CC=NC1=2)=[N+](C)C)C.F[P-](F)(F)(F)(F)F.